This data is from Full USPTO retrosynthesis dataset with 1.9M reactions from patents (1976-2016). The task is: Predict the reactants needed to synthesize the given product. (1) The reactants are: [Cl:1][C:2]1[C:7]([CH3:8])=[CH:6][C:5]([OH:9])=[C:4]([CH:10]([CH3:12])[CH3:11])[CH:3]=1.[Mg+2].[Cl-].[Cl-].[CH2:16]=[O:17].Cl. Given the product [Cl:1][C:2]1[C:7]([CH3:8])=[C:6]([C:5]([OH:9])=[C:4]([CH:10]([CH3:12])[CH3:11])[CH:3]=1)[CH:16]=[O:17], predict the reactants needed to synthesize it. (2) Given the product [CH2:14]([C:19]1[CH:24]=[CH:23][C:22]([C:25]2[CH:26]=[CH:27][CH:28]=[CH:29][CH:30]=2)=[CH:21][CH:20]=1)[CH2:15][CH2:16][CH2:17][CH3:18].[CH:1]#[CH:2], predict the reactants needed to synthesize it. The reactants are: [CH:1](NC(C)C)(C)[CH3:2].C[Si](C#C)(C)C.[CH2:14]([C:19]1[CH:24]=[CH:23][C:22]([C:25]2[CH:30]=[CH:29][C:28](Br)=[CH:27][CH:26]=2)=[CH:21][CH:20]=1)[CH2:15][CH2:16][CH2:17][CH3:18].